From a dataset of Reaction yield outcomes from USPTO patents with 853,638 reactions. Predict the reaction yield, written as a fraction of the theoretical maximum amount of product (1.0 means a 100% yield; for example, 0.34 means a 34% yield). (1) The reactants are Br[C:2]1[CH:3]=[N:4][N:5]2[CH:10]=[CH:9][C:8]([N:11]3[C@@H:15]([C:16]4[CH:21]=[CH:20][CH:19]=[CH:18][CH:17]=4)[CH2:14][O:13][C:12]3=[O:22])=[N:7][C:6]=12.[F:23][C:24]1[CH:29]=[C:28](B2OC(C)(C)C(C)(C)O2)[CH:27]=[CH:26][C:25]=1[C:39]1[N:43]=[CH:42][N:41]([CH2:44][O:45][CH2:46][CH2:47][Si:48]([CH3:51])([CH3:50])[CH3:49])[N:40]=1.C(=O)([O-])[O-].[Na+].[Na+].CC(C1C=C(C(C)C)C(C2C=CC=CC=2P(C2CCCCC2)C2CCCCC2)=C(C(C)C)C=1)C. The catalyst is C1C=CC(/C=C/C(/C=C/C2C=CC=CC=2)=O)=CC=1.C1C=CC(/C=C/C(/C=C/C2C=CC=CC=2)=O)=CC=1.C1C=CC(/C=C/C(/C=C/C2C=CC=CC=2)=O)=CC=1.[Pd].[Pd].CCOC(C)=O. The product is [F:23][C:24]1[CH:29]=[C:28]([C:2]2[CH:3]=[N:4][N:5]3[CH:10]=[CH:9][C:8]([N:11]4[C@@H:15]([C:16]5[CH:21]=[CH:20][CH:19]=[CH:18][CH:17]=5)[CH2:14][O:13][C:12]4=[O:22])=[N:7][C:6]=23)[CH:27]=[CH:26][C:25]=1[C:39]1[N:43]=[CH:42][N:41]([CH2:44][O:45][CH2:46][CH2:47][Si:48]([CH3:51])([CH3:50])[CH3:49])[N:40]=1. The yield is 0.940. (2) The reactants are [Br:1][C:2]1[CH:3]=[C:4]2[C:8](=[CH:9][CH:10]=1)[NH:7][C:6](=[O:11])[CH2:5]2.[N:12]1([CH2:17][CH2:18][O:19][C:20]2[CH:21]=[C:22]3[C:26](=[CH:27][CH:28]=2)[NH:25][C:24]([CH:29]=O)=[CH:23]3)[CH2:16][CH2:15][CH2:14][CH2:13]1.N1CCCCC1. The catalyst is C(O)C. The product is [Br:1][C:2]1[CH:3]=[C:4]2[C:8](=[CH:9][CH:10]=1)[NH:7][C:6](=[O:11])[C:5]2=[CH:29][C:24]1[NH:25][C:26]2[C:22]([CH:23]=1)=[CH:21][C:20]([O:19][CH2:18][CH2:17][N:12]1[CH2:16][CH2:15][CH2:14][CH2:13]1)=[CH:28][CH:27]=2. The yield is 0.800. (3) The reactants are BrC[C:3]1([O:25][CH3:26])[CH:11]=[C:10]2[C:6](=[C:7]([C:23]#[N:24])[CH:8]([C:14]3[CH:19]=[CH:18][C:17]([N+:20]([O-:22])=[O:21])=[CH:16][CH:15]=3)[N:9]2[CH2:12][CH3:13])[CH:5]=[CH:4]1.[NH:27]1[CH2:32][CH2:31][O:30][CH2:29][CH2:28]1.Cl[CH2:34]CCl. No catalyst specified. The product is [CH2:12]([N:9]1[C:10]2[C:6](=[CH:5][C:4]([CH2:34][N:27]3[CH2:32][CH2:31][O:30][CH2:29][CH2:28]3)=[C:3]([O:25][CH3:26])[CH:11]=2)[C:7]([C:23]#[N:24])=[C:8]1[C:14]1[CH:15]=[CH:16][C:17]([N+:20]([O-:22])=[O:21])=[CH:18][CH:19]=1)[CH3:13]. The yield is 0.440. (4) The reactants are [F:1][C:2]1[CH:7]=[CH:6][C:5]([NH:8][C:9]2[N:10]([CH3:28])[C:11]3[C:20]4[C:19](=[O:21])[NH:18][C:17]([CH:22]([OH:25])[CH:23]=[CH2:24])=[C:16]([CH3:26])[C:15]=4[CH:14]=[CH:13][C:12]=3[N:27]=2)=[C:4]([CH3:29])[CH:3]=1.C(N(CC)CC)C.[C:37](OC(=O)C)(=[O:39])[CH3:38].[Cl-].[NH4+]. The catalyst is CN(C1C=CN=CC=1)C.C1COCC1. The product is [F:1][C:2]1[CH:7]=[CH:6][C:5]([NH:8][C:9]2[N:10]([CH3:28])[C:11]3[C:20]4[C:19](=[O:21])[NH:18][C:17]([CH:22]([O:25][C:37](=[O:39])[CH3:38])[CH:23]=[CH2:24])=[C:16]([CH3:26])[C:15]=4[CH:14]=[CH:13][C:12]=3[N:27]=2)=[C:4]([CH3:29])[CH:3]=1. The yield is 0.550. (5) The reactants are [NH2:1][C:2]1[CH:3]=[C:4]([C:9]2[CH:21]=[CH:20][C:12]3[N:13]=[C:14]([NH:16][C:17](=[O:19])[CH3:18])[S:15][C:11]=3[CH:10]=2)[CH:5]=[N:6][C:7]=1[Cl:8].[Cl:22][C:23]1[CH:28]=[CH:27][C:26]([S:29](Cl)(=[O:31])=[O:30])=[CH:25][CH:24]=1. The catalyst is N1C=CC=CC=1.C(Cl)Cl.C(=O)(O)[O-].[Na+]. The yield is 0.240. The product is [Cl:8][C:7]1[N:6]=[CH:5][C:4]([C:9]2[CH:21]=[CH:20][C:12]3[N:13]=[C:14]([NH:16][C:17](=[O:19])[CH3:18])[S:15][C:11]=3[CH:10]=2)=[CH:3][C:2]=1[NH:1][S:29]([C:26]1[CH:27]=[CH:28][C:23]([Cl:22])=[CH:24][CH:25]=1)(=[O:31])=[O:30]. (6) The reactants are [Cl:1][C:2]1[CH:10]=[C:9]2[C:5]([C:6]([C:12]([N:14]3[CH2:19][CH2:18][C:17]4([C:23]5[CH:24]=[CH:25][CH:26]=[CH:27][C:22]=5[CH2:21][O:20]4)[CH2:16][CH2:15]3)=[O:13])=[C:7]([CH3:11])[NH:8]2)=[CH:4][CH:3]=1.[H-].[Na+].[F:30][C:31]([F:45])([F:44])[C:32]1[CH:33]=[C:34]([CH:37]=[C:38]([C:40]([F:43])([F:42])[F:41])[CH:39]=1)[CH2:35]Br. The catalyst is CN(C)C=O. The product is [F:30][C:31]([F:44])([F:45])[C:32]1[CH:33]=[C:34]([CH:37]=[C:38]([C:40]([F:43])([F:41])[F:42])[CH:39]=1)[CH2:35][N:8]1[C:9]2[C:5](=[CH:4][CH:3]=[C:2]([Cl:1])[CH:10]=2)[C:6]([C:12]([N:14]2[CH2:15][CH2:16][C:17]3([C:23]4[CH:24]=[CH:25][CH:26]=[CH:27][C:22]=4[CH2:21][O:20]3)[CH2:18][CH2:19]2)=[O:13])=[C:7]1[CH3:11]. The yield is 0.410. (7) The reactants are [NH2:1][C:2]1[CH:7]=[CH:6][CH:5]=[CH:4][CH:3]=1.[C:8]1(=O)[CH2:13][CH2:12][CH2:11][CH2:10][CH2:9]1.C[Si]([C:19]#[N:20])(C)C. The catalyst is C(O)(=O)C. The product is [C:2]1([NH:1][C:8]2([C:19]#[N:20])[CH2:13][CH2:12][CH2:11][CH2:10][CH2:9]2)[CH:7]=[CH:6][CH:5]=[CH:4][CH:3]=1. The yield is 0.880. (8) The reactants are [NH2:1][C:2]1[CH:3]=[N:4][C:5]2[C:10]([C:11]=1[NH:12][CH2:13][C:14]([CH3:17])([OH:16])[CH3:15])=[CH:9][CH:8]=[CH:7][CH:6]=2.[C:18](Cl)(=O)[CH2:19][CH2:20][CH2:21][CH2:22][CH3:23]. The catalyst is ClCCl. The product is [CH3:15][C:14]([OH:16])([CH3:17])[CH2:13][N:12]1[C:11]2[C:10]3[CH:9]=[CH:8][CH:7]=[CH:6][C:5]=3[N:4]=[CH:3][C:2]=2[N:1]=[C:18]1[CH2:19][CH2:20][CH2:21][CH2:22][CH3:23]. The yield is 0.890. (9) The reactants are C([N:8]1[CH2:13][CH2:12][CH:11]([C:14](=[O:26])[CH2:15][C:16]2[CH:21]=[CH:20][CH:19]=[CH:18][C:17]=2[C:22]([F:25])([F:24])[F:23])[CH2:10][CH2:9]1)C1C=CC=CC=1.[Cl:27]CCCl. The catalyst is ClC(OC(Cl)C)=O. The product is [ClH:27].[NH:8]1[CH2:9][CH2:10][CH:11]([C:14](=[O:26])[CH2:15][C:16]2[CH:21]=[CH:20][CH:19]=[CH:18][C:17]=2[C:22]([F:24])([F:25])[F:23])[CH2:12][CH2:13]1. The yield is 0.830.